This data is from Reaction yield outcomes from USPTO patents with 853,638 reactions. The task is: Predict the reaction yield, written as a fraction of the theoretical maximum amount of product (1.0 means a 100% yield; for example, 0.34 means a 34% yield). (1) The reactants are [NH2:1][C@@H:2]1[CH2:7][CH2:6][C@H:5]([C:8]([OH:10])=[O:9])[CH2:4][CH2:3]1.[OH-].[Na+].[C:13](O[C:13]([O:15][C:16]([CH3:19])([CH3:18])[CH3:17])=[O:14])([O:15][C:16]([CH3:19])([CH3:18])[CH3:17])=[O:14]. The catalyst is C(O)(C)C. The product is [CH3:17][C:16]([O:15][C:13]([NH:1][C@@H:2]1[CH2:7][CH2:6][C@H:5]([C:8]([OH:10])=[O:9])[CH2:4][CH2:3]1)=[O:14])([CH3:19])[CH3:18]. The yield is 0.820. (2) The reactants are [OH:1][C:2]([C:22]1[CH:23]=[C:24]([CH3:28])[CH:25]=[CH:26][CH:27]=1)([C:15]1[CH:16]=[C:17]([CH3:21])[CH:18]=[CH:19][CH:20]=1)[CH2:3][NH:4]C(=O)OCC1C=CC=CC=1. The catalyst is C(O)C.[Pd]. The product is [NH2:4][CH2:3][C:2]([C:22]1[CH:23]=[C:24]([CH3:28])[CH:25]=[CH:26][CH:27]=1)([C:15]1[CH:16]=[C:17]([CH3:21])[CH:18]=[CH:19][CH:20]=1)[OH:1]. The yield is 0.600. (3) The reactants are C([O:4][C:5]1[CH:13]=[C:12]([CH3:14])[CH:11]=[C:10]2[C:6]=1[CH2:7][CH2:8][CH2:9]2)(=O)C. The catalyst is CCCCCC.C(OCC)(=O)C. The product is [CH3:14][C:12]1[CH:13]=[C:5]([OH:4])[C:6]2[CH2:7][CH2:8][CH2:9][C:10]=2[CH:11]=1. The yield is 0.810. (4) The reactants are [O:1]1[CH2:3][CH:2]1[CH2:4][N:5]1[C:17]2[CH:16]=[CH:15][CH:14]=[CH:13][C:12]=2[C:11]2[C:6]1=[CH:7][CH:8]=[CH:9][CH:10]=2.[CH2:18]([NH2:24])[C:19]1[O:23][CH:22]=[CH:21][CH:20]=1.C(O)C. The catalyst is CO. The product is [CH:16]1[C:17]2[N:5]([CH2:4][CH:2]([OH:1])[CH2:3][NH:24][CH2:18][C:19]3[O:23][CH:22]=[CH:21][CH:20]=3)[C:6]3[C:11](=[CH:10][CH:9]=[CH:8][CH:7]=3)[C:12]=2[CH:13]=[CH:14][CH:15]=1. The yield is 0.570. (5) The reactants are [BH4-].[Na+].CO.[CH3:5][O:6][C:7](=[O:32])[CH2:8][O:9][CH2:10][CH2:11][CH2:12][CH2:13][N:14]1[C@@H:19](/[CH:20]=[CH:21]/[C:22](=[O:30])[CH2:23][C:24]2[CH:29]=[CH:28][CH:27]=[CH:26][CH:25]=2)[CH2:18][CH2:17][CH2:16][C:15]1=[O:31]. The catalyst is C(Cl)Cl. The product is [CH3:5][O:6][C:7](=[O:32])[CH2:8][O:9][CH2:10][CH2:11][CH2:12][CH2:13][N:14]1[C:15](=[O:31])[CH2:16][CH2:17][CH2:18][C@@H:19]1/[CH:20]=[CH:21]/[CH:22]([OH:30])[CH2:23][C:24]1[CH:29]=[CH:28][CH:27]=[CH:26][CH:25]=1. The yield is 0.780. (6) The reactants are [F:1][C:2]1[CH:10]=[C:9]([C:11]2[N:16]=[C:15]3[N:17]([CH2:20][C:21]4[CH:22]=[C:23]5[C:28](=[CH:29][CH:30]=4)[N:27]=[CH:26][CH:25]=[CH:24]5)[N:18]=[N:19][C:14]3=[CH:13][CH:12]=2)[CH:8]=[C:7]([F:31])[C:3]=1[C:4]([NH2:6])=[O:5].CCOCC.[ClH:37]. The catalyst is C1COCC1. The product is [ClH:37].[F:31][C:7]1[CH:8]=[C:9]([C:11]2[N:16]=[C:15]3[N:17]([CH2:20][C:21]4[CH:22]=[C:23]5[C:28](=[CH:29][CH:30]=4)[N:27]=[CH:26][CH:25]=[CH:24]5)[N:18]=[N:19][C:14]3=[CH:13][CH:12]=2)[CH:10]=[C:2]([F:1])[C:3]=1[C:4]([NH2:6])=[O:5]. The yield is 0.430. (7) The reactants are [C:1]([NH:4][C:5]1[S:9][C:8]2[C:10]([O:15][CH2:16][CH2:17][N:18]([CH2:21][CH3:22])[CH2:19][CH3:20])=[C:11](Br)[CH:12]=[CH:13][C:7]=2[C:6]=1[C:23]([O:25][CH2:26][CH3:27])=[O:24])(=[O:3])[CH3:2].[CH3:28][S:29][C:30]1[CH:35]=[CH:34][CH:33]=[CH:32][C:31]=1B(O)O.P([O-])([O-])([O-])=O.[K+].[K+].[K+]. The catalyst is C(#N)C.O. The product is [C:1]([NH:4][C:5]1[S:9][C:8]2[C:10]([O:15][CH2:16][CH2:17][N:18]([CH2:21][CH3:22])[CH2:19][CH3:20])=[C:11]([C:31]3[CH:32]=[CH:33][CH:34]=[CH:35][C:30]=3[S:29][CH3:28])[CH:12]=[CH:13][C:7]=2[C:6]=1[C:23]([O:25][CH2:26][CH3:27])=[O:24])(=[O:3])[CH3:2]. The yield is 0.730.